Dataset: TCR-epitope binding with 47,182 pairs between 192 epitopes and 23,139 TCRs. Task: Binary Classification. Given a T-cell receptor sequence (or CDR3 region) and an epitope sequence, predict whether binding occurs between them. The epitope is VLWAHGFEL. The TCR CDR3 sequence is CASSQAGRYNEQFF. Result: 1 (the TCR binds to the epitope).